This data is from Forward reaction prediction with 1.9M reactions from USPTO patents (1976-2016). The task is: Predict the product of the given reaction. (1) Given the reactants [Br:1][C:2]1[N:7]2[N:8]=[C:9]([CH2:16][CH3:17])[C:10]([NH:11][CH2:12][CH:13]3[CH2:15][CH2:14]3)=[C:6]2[CH:5]=[CH:4][CH:3]=1.[O:18]1[CH2:23][CH2:22][CH:21]([CH:24]=O)[CH2:20][CH2:19]1.C(O[BH-](OC(=O)C)OC(=O)C)(=O)C.[Na+].C(=O)(O)[O-].[Na+], predict the reaction product. The product is: [Br:1][C:2]1[N:7]2[N:8]=[C:9]([CH2:16][CH3:17])[C:10]([N:11]([CH2:12][CH:13]3[CH2:14][CH2:15]3)[CH2:24][CH:21]3[CH2:22][CH2:23][O:18][CH2:19][CH2:20]3)=[C:6]2[CH:5]=[CH:4][CH:3]=1. (2) Given the reactants [NH:1]([C:16]([O:18][C:19]([CH3:22])([CH3:21])[CH3:20])=[O:17])[C@H:2]([C:6]([N:8]1[CH2:15][CH2:14][CH2:13][C@H:9]1[C:10]([OH:12])=[O:11])=[O:7])[CH:3]([CH3:5])[CH3:4].ON1C2C=CC=CC=2N=N1.C(N=C=NC(C)C)(C)C.[CH:42]1[C:48]([NH2:49])=[N:47][C:45](=[O:46])[N:44]([C@@H:50]2[O:54][C@H:53]([CH2:55][OH:56])[C@@H:52]([OH:57])[C@@H:51]2[OH:58])[CH:43]=1, predict the reaction product. The product is: [NH:1]([C:16]([O:18][C:19]([CH3:21])([CH3:20])[CH3:22])=[O:17])[C@H:2]([C:6]([N:8]1[CH2:15][CH2:14][CH2:13][C@H:9]1[C:10]([OH:12])=[O:11])=[O:7])[CH:3]([CH3:5])[CH3:4].[CH:42]1[C:48]([NH2:49])=[N:47][C:45](=[O:46])[N:44]([C@@H:50]2[O:54][C@H:53]([CH2:55][OH:56])[C@@H:52]([OH:57])[C@@H:51]2[OH:58])[CH:43]=1. (3) Given the reactants C([O:8][N:9]([CH2:12][C:13]1([C:21]([NH:23][NH:24][C:25]2[N:30]=[C:29]([C:31]([F:34])([F:33])[F:32])[CH:28]=[CH:27][N:26]=2)=[O:22])[CH2:18][CH2:17][C:16]([CH3:20])([CH3:19])[CH2:15][CH2:14]1)[CH:10]=[O:11])C1C=CC=CC=1, predict the reaction product. The product is: [CH3:19][C:16]1([CH3:20])[CH2:17][CH2:18][C:13]([CH2:12][N:9]([OH:8])[CH:10]=[O:11])([C:21]([NH:23][NH:24][C:25]2[N:30]=[C:29]([C:31]([F:34])([F:32])[F:33])[CH:28]=[CH:27][N:26]=2)=[O:22])[CH2:14][CH2:15]1. (4) The product is: [NH2:1][C:2]1[C:3]([C:13]2[O:14][C:19]([C:18]([OH:17])([CH3:23])[CH3:22])=[N:16][N:15]=2)=[N:4][C:5]([Br:12])=[C:6]([C:8]([F:11])([F:9])[F:10])[CH:7]=1. Given the reactants [NH2:1][C:2]1[C:3]([C:13]([NH:15][NH2:16])=[O:14])=[N:4][C:5]([Br:12])=[C:6]([C:8]([F:11])([F:10])[F:9])[CH:7]=1.[OH:17][C:18]([CH3:23])([CH3:22])[C:19](O)=O, predict the reaction product. (5) Given the reactants [CH2:1]([O:3]/[C:4](=[CH:10]\[C:11]1[CH:16]=[CH:15][C:14]([C:17]2[CH:22]=[CH:21][CH:20]=[C:19]([N:23]([CH3:36])[C:24](OC3C=CC([N+]([O-])=O)=CC=3)=[O:25])[CH:18]=2)=[CH:13][CH:12]=1)/[C:5]([O:7][CH2:8][CH3:9])=[O:6])[CH3:2].[CH2:37]([NH2:45])[CH2:38][C:39]1[CH:44]=[CH:43][CH:42]=[CH:41][CH:40]=1.O, predict the reaction product. The product is: [CH2:1]([O:3]/[C:4](=[CH:10]\[C:11]1[CH:16]=[CH:15][C:14]([C:17]2[CH:22]=[CH:21][CH:20]=[C:19]([N:23]([CH3:36])[C:24]([NH:45][CH2:37][CH2:38][C:39]3[CH:44]=[CH:43][CH:42]=[CH:41][CH:40]=3)=[O:25])[CH:18]=2)=[CH:13][CH:12]=1)/[C:5]([O:7][CH2:8][CH3:9])=[O:6])[CH3:2]. (6) Given the reactants [OH-].[Li+].[CH2:3]([C:5]1[S:6][CH:7]=[C:8]([C:10]([O:12]CC)=[O:11])[N:9]=1)[CH3:4], predict the reaction product. The product is: [CH2:3]([C:5]1[S:6][CH:7]=[C:8]([C:10]([OH:12])=[O:11])[N:9]=1)[CH3:4]. (7) Given the reactants [O:1]1[C:5]([C:6]2[CH:7]=[C:8]([CH:10]=[C:11]([C:13]3[O:17][CH:16]=[N:15][CH:14]=3)[CH:12]=2)[NH2:9])=[CH:4][N:3]=[CH:2]1.Cl[C:19]([O:21][C:22]1[CH:27]=[CH:26][CH:25]=[CH:24][CH:23]=1)=[O:20].N1C=CC=CC=1, predict the reaction product. The product is: [C:22]1([O:21][C:19](=[O:20])[NH:9][C:8]2[CH:7]=[C:6]([C:5]3[O:1][CH:2]=[N:3][CH:4]=3)[CH:12]=[C:11]([C:13]3[O:17][CH:16]=[N:15][CH:14]=3)[CH:10]=2)[CH:27]=[CH:26][CH:25]=[CH:24][CH:23]=1.